From a dataset of Forward reaction prediction with 1.9M reactions from USPTO patents (1976-2016). Predict the product of the given reaction. (1) Given the reactants [NH2:1][C:2]1[N:3]([C@@H:12]2[O:18][C@H:17]([CH2:19][OH:20])[C@@H:15]([OH:16])[C@H:13]2[OH:14])[C:4]2[C:9]([N:10]=1)=[C:8](Cl)[N:7]=[CH:6][N:5]=2.[CH2:21]([NH2:28])[C:22]1[CH:27]=[CH:26][CH:25]=[CH:24][CH:23]=1, predict the reaction product. The product is: [NH2:1][C:2]1[N:3]([C@@H:12]2[O:18][C@H:17]([CH2:19][OH:20])[C@@H:15]([OH:16])[C@H:13]2[OH:14])[C:4]2[C:9]([N:10]=1)=[C:8]([NH:28][CH2:21][C:22]1[CH:27]=[CH:26][CH:25]=[CH:24][CH:23]=1)[N:7]=[CH:6][N:5]=2. (2) Given the reactants [Na].[CH3:2][C@H:3]1[C:10]([S:11][C@@H:12]2[CH2:16][NH:15][C@H:14]([C:17]([NH:19][C:20]3[CH:21]=[CH:22][CH:23]=[C:24]([C:26]([OH:28])=[O:27])[CH:25]=3)=[O:18])[CH2:13]2)=[C:9]([C:29]([OH:31])=[O:30])[N:8]2[C@H:4]1[C@@H:5]([C@H:32]([OH:34])[CH3:33])[C:6]2=[O:7].C(=O)(O)[O-].[Na+:39].C(=O)=O, predict the reaction product. The product is: [CH3:2][C@H:3]1[C:10]([S:11][C@@H:12]2[CH2:16][NH:15][C@H:14]([C:17]([NH:19][C:20]3[CH:25]=[C:24]([C:26]([O-:28])=[O:27])[CH:23]=[CH:22][CH:21]=3)=[O:18])[CH2:13]2)=[C:9]([C:29]([O-:31])=[O:30])[N:8]2[C@H:4]1[C@@H:5]([C@H:32]([OH:34])[CH3:33])[C:6]2=[O:7].[Na+:39].[Na+:39].